This data is from Reaction yield outcomes from USPTO patents with 853,638 reactions. The task is: Predict the reaction yield, written as a fraction of the theoretical maximum amount of product (1.0 means a 100% yield; for example, 0.34 means a 34% yield). (1) The reactants are C([N:8]1[CH:14]([CH3:15])[CH2:13][CH2:12][O:11][CH2:10][CH2:9]1)C1C=CC=CC=1.[Cl:16]C(OCCCl)=O. The catalyst is ClCCCl. The product is [ClH:16].[CH3:15][CH:14]1[CH2:13][CH2:12][O:11][CH2:10][CH2:9][NH:8]1. The yield is 0.760. (2) The reactants are [NH:1]1[C:9]2[C:4](=[CH:5][CH:6]=[CH:7][CH:8]=2)[C:3]([CH2:10][NH:11][C:12]2[CH:16]=[CH:15][NH:14][C:13]=2[C:17]([O:19]CC)=O)=[CH:2]1.C([N:30]=[C:31]=[S:32])(=O)C1C=CC=CC=1. The catalyst is CO.C(Cl)Cl. The product is [NH:1]1[C:9]2[C:4](=[CH:5][CH:6]=[CH:7][CH:8]=2)[C:3]([CH2:10][N:11]2[C:12]3[CH:16]=[CH:15][NH:14][C:13]=3[C:17](=[O:19])[NH:30][C:31]2=[S:32])=[CH:2]1. The yield is 0.210. (3) The reactants are [C:1]([O-:4])(=[S:3])[CH3:2].[K+].CS(O[CH2:11][CH2:12][CH:13]([NH:21][C:22]([O:24][C:25]([CH3:28])([CH3:27])[CH3:26])=[O:23])[C:14]1[CH:19]=[CH:18][C:17]([Cl:20])=[CH:16][CH:15]=1)(=O)=O. The catalyst is CN(C=O)C.CCOC(C)=O. The product is [C:1](=[O:4])([S:3][CH2:11][CH2:12][CH:13]([NH:21][C:22]([O:24][C:25]([CH3:26])([CH3:28])[CH3:27])=[O:23])[C:14]1[CH:15]=[CH:16][C:17]([Cl:20])=[CH:18][CH:19]=1)[CH3:2]. The yield is 0.920. (4) The reactants are [C:1]([C:4]1[CH:8]([C:9]2[CH:14]=[CH:13][C:12]([Cl:15])=[CH:11][CH:10]=2)[N:7]([C:16]2[CH:17]=[C:18]([CH3:26])[C:19]3[N:20]([C:22]([CH3:25])=[N:23][N:24]=3)[CH:21]=2)[C:6](=[O:27])[C:5]=1O)(=O)[CH3:2].Cl.[CH:30]1([NH:33][NH2:34])[CH2:32][CH2:31]1. The catalyst is CCO.C1(C)C=CC=CC=1. The product is [Cl:15][C:12]1[CH:11]=[CH:10][C:9]([CH:8]2[C:4]3[C:1]([CH3:2])=[N:34][N:33]([CH:30]4[CH2:32][CH2:31]4)[C:5]=3[C:6](=[O:27])[N:7]2[C:16]2[CH:17]=[C:18]([CH3:26])[C:19]3[N:20]([C:22]([CH3:25])=[N:23][N:24]=3)[CH:21]=2)=[CH:14][CH:13]=1. The yield is 0.599. (5) The reactants are [CH2:1]([CH:3]1[CH2:7][CH:6]([CH2:8][OH:9])[CH2:5][CH:4]1[C:10]([O:12][C:13]([CH3:16])([CH3:15])[CH3:14])=[O:11])[CH3:2].[CH3:17][S:18](Cl)(=[O:20])=[O:19]. The catalyst is C(Cl)Cl. The product is [CH2:1]([CH:3]1[CH2:7][CH:6]([CH2:8][O:9][S:18]([CH3:17])(=[O:20])=[O:19])[CH2:5][CH:4]1[C:10]([O:12][C:13]([CH3:15])([CH3:14])[CH3:16])=[O:11])[CH3:2]. The yield is 1.00. (6) The reactants are Cl[C:2]1[CH:7]=[CH:6][C:5]([CH:8]2[CH2:12][CH2:11][CH:10]([C:13]3[CH:18]=[CH:17][C:16](Cl)=[C:15]([N+:20]([O-:22])=[O:21])[CH:14]=3)[N:9]2[C:23]2[CH:28]=[CH:27][C:26]([F:29])=[CH:25][CH:24]=2)=[CH:4][C:3]=1[N+:30]([O-:32])=[O:31].[CH3:33][O:34][C:35]1[CH:42]=[CH:41][C:38]([CH2:39][NH2:40])=[CH:37][CH:36]=1. The catalyst is ClCCl. The product is [F:29][C:26]1[CH:27]=[CH:28][C:23]([N:9]2[CH:10]([C:13]3[CH:18]=[CH:17][C:16]([NH:40][CH2:39][C:38]4[CH:41]=[CH:42][C:35]([O:34][CH3:33])=[CH:36][CH:37]=4)=[C:15]([N+:20]([O-:22])=[O:21])[CH:14]=3)[CH2:11][CH2:12][CH:8]2[C:5]2[CH:6]=[CH:7][C:2]([NH:40][CH2:39][C:38]3[CH:41]=[CH:42][C:35]([O:34][CH3:33])=[CH:36][CH:37]=3)=[C:3]([N+:30]([O-:32])=[O:31])[CH:4]=2)=[CH:24][CH:25]=1. The yield is 0.620. (7) The reactants are [CH3:1][N:2]1[CH2:8][CH2:7][CH:6]([OH:9])[C:5]2[CH:10]=[CH:11][C:12]([C:14]3[N:15]=[N:16][CH:17]=[CH:18][CH:19]=3)=[CH:13][C:4]=2[CH2:3]1.[C:20]1(O)[CH:25]=[CH:24][CH:23]=[CH:22][CH:21]=1. The catalyst is C1COCC1.ClCCl. The product is [CH3:1][N:2]1[CH2:8][CH2:7][CH:6]([O:9][C:20]2[CH:25]=[CH:24][CH:23]=[CH:22][CH:21]=2)[C:5]2[CH:10]=[CH:11][C:12]([C:14]3[N:15]=[N:16][CH:17]=[CH:18][CH:19]=3)=[CH:13][C:4]=2[CH2:3]1. The yield is 0.620. (8) The reactants are [CH3:1][Mg]Br.[Cl:4][C:5]1[S:9][C:8]([S:10]([NH:13][C@H:14]([CH:20]=[O:21])[CH:15]([CH2:18][CH3:19])[CH2:16][CH3:17])(=[O:12])=[O:11])=[CH:7][CH:6]=1. The catalyst is C1(C)C=CC=CC=1.C1COCC1.C1COCC1. The product is [Cl:4][C:5]1[S:9][C:8]([S:10]([NH:13][C@H:14]([CH:20]([OH:21])[CH3:1])[CH:15]([CH2:16][CH3:17])[CH2:18][CH3:19])(=[O:12])=[O:11])=[CH:7][CH:6]=1. The yield is 0.830.